From a dataset of Full USPTO retrosynthesis dataset with 1.9M reactions from patents (1976-2016). Predict the reactants needed to synthesize the given product. (1) Given the product [CH3:12][C:13]1[CH:20]=[CH:19][C:16]([N:17]([CH3:18])[C:2]2[C:11]3[C:6](=[CH:7][CH:8]=[CH:9][CH:10]=3)[N:5]=[CH:4][N:3]=2)=[CH:15][CH:14]=1, predict the reactants needed to synthesize it. The reactants are: Cl[C:2]1[C:11]2[C:6](=[CH:7][CH:8]=[CH:9][CH:10]=2)[N:5]=[CH:4][N:3]=1.[CH3:12][C:13]1[CH:20]=[CH:19][C:16]([NH:17][CH3:18])=[CH:15][CH:14]=1. (2) The reactants are: [F:1][C:2]1[CH:26]=[CH:25][C:5]([CH2:6][NH:7][C:8]2[N:17]=[C:16]([O:18][C@H:19]3[CH2:23][CH2:22][O:21][CH2:20]3)[C:15]3[C:10](=[CH:11][CH:12]=[C:13](Br)[CH:14]=3)[N:9]=2)=[CH:4][CH:3]=1.C(=O)([O-])[O-].[K+].[K+].[CH3:33][N:34]([CH3:49])[CH2:35][CH2:36][NH:37][C:38]([C:40]1[CH:45]=[CH:44][C:43](B(O)O)=[CH:42][CH:41]=1)=[O:39]. Given the product [F:1][C:2]1[CH:26]=[CH:25][C:5]([CH2:6][NH:7][C:8]2[N:17]=[C:16]([O:18][C@H:19]3[CH2:23][CH2:22][O:21][CH2:20]3)[C:15]3[C:10](=[CH:11][CH:12]=[C:13]([C:43]4[CH:44]=[CH:45][C:40]([C:38]([NH:37][CH2:36][CH2:35][N:34]([CH3:33])[CH3:49])=[O:39])=[CH:41][CH:42]=4)[CH:14]=3)[N:9]=2)=[CH:4][CH:3]=1, predict the reactants needed to synthesize it. (3) Given the product [Cl:1][C:2]1[C:3]([F:42])=[C:4]([C@@H:8]2[C@:12]([C:15]3[CH:20]=[CH:19][C:18]([Cl:21])=[CH:17][C:16]=3[F:22])([C:13]#[N:14])[C@H:11]([CH2:23][C:24]([CH3:26])([CH3:27])[CH3:25])[NH:10][C@H:9]2[C:28]([NH:30][C:31]2[CH:39]=[CH:38][C:34]([C:35]([O:37][CH2:49][CH:47]3[CH2:46][O:45][C:44]([CH3:51])([CH3:43])[O:48]3)=[O:36])=[CH:33][C:32]=2[O:40][CH3:41])=[O:29])[CH:5]=[CH:6][CH:7]=1, predict the reactants needed to synthesize it. The reactants are: [Cl:1][C:2]1[C:3]([F:42])=[C:4]([C@@H:8]2[C@:12]([C:15]3[CH:20]=[CH:19][C:18]([Cl:21])=[CH:17][C:16]=3[F:22])([C:13]#[N:14])[C@H:11]([CH2:23][C:24]([CH3:27])([CH3:26])[CH3:25])[NH:10][C@H:9]2[C:28]([NH:30][C:31]2[CH:39]=[CH:38][C:34]([C:35]([OH:37])=[O:36])=[CH:33][C:32]=2[O:40][CH3:41])=[O:29])[CH:5]=[CH:6][CH:7]=1.[CH3:43][C:44]1([CH3:51])[O:48][CH:47]([CH2:49]O)[CH2:46][O:45]1.[H-].[Na+]. (4) The reactants are: C([O:8][C:9]1[CH:18]=[CH:17][CH:16]=[C:15]2[C:10]=1[CH2:11][CH2:12][CH2:13][CH:14]2[C:19]([N:21]([CH2:31][C:32]1[CH:33]=[N:34][N:35]([CH2:37][C:38](OCC)=[O:39])[CH:36]=1)[C:22]1[CH:27]=[CH:26][C:25]([CH:28]([CH3:30])[CH3:29])=[CH:24][CH:23]=1)=[O:20])C1C=CC=CC=1.[Cl-].[Li+].[BH4-].[Na+]. Given the product [OH:8][C:9]1[CH:18]=[CH:17][CH:16]=[C:15]2[C:10]=1[CH2:11][CH2:12][CH2:13][CH:14]2[C:19]([N:21]([CH2:31][C:32]1[CH:33]=[N:34][N:35]([CH2:37][CH2:38][OH:39])[CH:36]=1)[C:22]1[CH:27]=[CH:26][C:25]([CH:28]([CH3:30])[CH3:29])=[CH:24][CH:23]=1)=[O:20], predict the reactants needed to synthesize it. (5) Given the product [F:23][C:24]([F:28])([F:27])[CH2:25][N:32]1[CH2:31][CH2:30][N:29]([C:35]2[CH:40]=[C:39]([CH2:41][N:42]3[CH:47]=[C:46]([C:48]4[O:52][N:51]=[C:50]([C:53]5[CH:58]=[CH:57][C:56]([O:59][C:60]([F:61])([F:62])[F:63])=[CH:55][CH:54]=5)[N:49]=4)[CH:45]=[CH:44][C:43]3=[O:64])[CH:38]=[CH:37][N:36]=2)[CH2:34][CH2:33]1, predict the reactants needed to synthesize it. The reactants are: C(N(CC)CC)C.FC(F)(F)S(OS(C(F)(F)F)(=O)=O)(=O)=O.[F:23][C:24]([F:28])([F:27])[CH2:25]O.[N:29]1([C:35]2[CH:40]=[C:39]([CH2:41][N:42]3[CH:47]=[C:46]([C:48]4[O:52][N:51]=[C:50]([C:53]5[CH:58]=[CH:57][C:56]([O:59][C:60]([F:63])([F:62])[F:61])=[CH:55][CH:54]=5)[N:49]=4)[CH:45]=[CH:44][C:43]3=[O:64])[CH:38]=[CH:37][N:36]=2)[CH2:34][CH2:33][NH:32][CH2:31][CH2:30]1. (6) Given the product [Br:16][C:6]1[N:5]=[C:4]([N+:1]([O-:3])=[O:2])[C:9]([NH2:10])=[CH:8][CH:7]=1, predict the reactants needed to synthesize it. The reactants are: [N+:1]([C:4]1[C:9]([NH2:10])=[CH:8][CH:7]=[CH:6][N:5]=1)([O-:3])=[O:2].C([O-])(=O)C.[Na+].[Br:16]Br.